This data is from Human Reference Interactome with 51,813 positive PPI pairs across 8,248 proteins, plus equal number of experimentally-validated negative pairs. The task is: Binary Classification. Given two protein amino acid sequences, predict whether they physically interact or not. (1) Protein 1 (ENSG00000106366) has sequence MQMSPALTCLVLGLALVFGEGSAVHHPPSYVAHLASDFGVRVFQQVAQASKDRNVVFSPYGVASVLAMLQLTTGGETQQQIQAAMGFKIDDKGMAPALRHLYKELMGPWNKDEISTTDAIFVQRDLKLVQGFMPHFFRLFRSTVKQVDFSEVERARFIINDWVKTHTKGMISNLLGKGAVDQLTRLVLVNALYFNGQWKTPFPDSSTHRRLFHKSDGSTVSVPMMAQTNKFNYTEFTTPDGHYYDILELPYHGDTLSMFIAAPYEKEVPLSALTNILSAQLISHWKGNMTRLPRLLVLPK.... Protein 2 (ENSG00000155189) has sequence MLLSLVLHTYSMRYLLPSVVLLGTAPTYVLAWGVWRLLSAFLPARFYQALDDRLYCVYQSMVLFFFENYTGVQILLYGDLPKNKENIIYLANHQSTVDWIVADILAIRQNALGHVRYVLKEGLKWLPLYGCYFAQHGGIYVKRSAKFNEKEMRNKLQSYVDAGTPMYLVIFPEGTRYNPEQTKVLSASQAFAAQRGLAVLKHVLTPRIKATHVAFDCMKNYLDAIYDVTVVYEGKDDGGQRRESPTMTEFLCKECPKIHIHIDRIDKKDVPEEQEHMRRWLHERFEIKDKMLIEFYESPD.... Result: 0 (the proteins do not interact). (2) Protein 1 (ENSG00000119318) has sequence MQVTLKTLQQQTFKIDIDPEETVKALKEKIESEKGKDAFPVAGQKLIYAGKILNDDTALKEYKIDEKNFVVVMVTKPKAVSTPAPATTQQSAPASTTAVTSSTTTTVAQAPTPVPALAPTSTPASITPASATASSEPAPASAAKQEKPAEKPAETPVATSPTATDSTSGDSSRSNLFEDATSALVTGQSYENMVTEIMSMGYEREQVIAALRASFNNPDRAVEYLLMGIPGDRESQAVVDPPQAASTGAPQSSAVAAAAATTTATTTTTSSGGHPLEFLRNQPQFQQMRQIIQQNPSLLP.... Protein 2 (ENSG00000142065) has sequence MAHGSVTFRDVAIDFSQEEWEFLDPAQRDLYRDVMWENYSNFISLGPSISKPDVITLLDEERKEPGMVVREGTRRYCPDLESRYRTNTLSPEKDIYEIYSFQWDIMERIKSYSLQGSIFRNDWECKSKIEGEKEQQEGYFGQVKITSEKMTTYKRHNFLTEYQIVHNGEKVYECKECRKTFIRRSTLSQHLRIHTGEKPYKCKECGQAFRQRAHLIRHHKLHTGEKPYECKECGKAFTVLQELTQHQRLHTGEKPYECKECGKAFRVHQQLARHQRIHTGEKPYECKDCGKTFRQCTHLT.... Result: 0 (the proteins do not interact). (3) Protein 1 (ENSG00000104783) has sequence MGGDLVLGLGALRRRKRLLEQEKSLAGWALVLAGTGIGLMVLHAEMLWFGGCSTHFG*VDISKMHMILYDLQQNLSSSHRALEKQIDTLAGKLDALTELLSTALGPRQLPEPSQQSK*XVCCTALLVAVVARKLEFNKAEKHVHNFMMDIQYTKEEGVSCCPQASAQAAGRHQRVRAALYAHVSMCTHVQVTSLHGCVCACPCLSRFRQVRLKHRKLREQVNSMVDISKMHMILYDLQQNLSSSHRALEKQIDTLAGKLDALTELLSTALGPRQLPEPSQQSK*SDTLWLIPITFLTIGY.... Protein 2 (ENSG00000156265) has sequence MVQLIAPLEVMWNEAADLKPLALSRRLECSGGIMAHYSPDLLGPEMESRYFAQVGLEHLASSSPPAFGFLKCLDYSISVLCSATSLAMLEDNPKVSKLATGDWMLTLKPKSITVPVEIPSSPLDDTPPEDSIPLVFPELDQQLQPLPPCHDSEESMEVFKQHCQIAEEYHEVKKEITLLEQRKKELIAKLDQAEKEKVDAAELVREFEALTEENRTLRLAQSQCVEQLEKLRIQYQKRQGSS*MISTARVPADKPVRIAFSLNDASDDTPPEDSIPLVFPELDQQLQPLPPCHDSEESME.... Result: 0 (the proteins do not interact). (4) Protein 1 (ENSG00000134897) has sequence MPNVAETERSNDSGNGEHKSERKSPEENLQGAVKSFCTSASGAPLGPKGDGHYPWSCPVTHTREKIYAICSDYAFLNQATSIYKTPNPSRSPCLPDSTSLSAGNNSSRYIGIPTSTSEIIYNEENSLENLSNSLGKLPLAWEIDKSEFDGVTTNSKHKSGNAKKQVSKRKTSDKKGRYQKECPQHSPLEDIKQRKVLDLRRWYCISRPQYKTSCGISSLISCWNFLYSTMGAGNLPPITQEEALHILGFQPPFEDIRFGPFTGNTTLMRWFRQINDHFHVKGCSYVLYKPHGKNKTAGET.... Result: 0 (the proteins do not interact). Protein 2 (ENSG00000164951) has sequence MPAPTQLFFPLIRNCELSRIYGTACYCHHKHLCCSSSYIPQSRLRYTPHPAYATFCRPKENWWQYTQGRRYASTPQKFYLTPPQVNSILKANEYSFKVPEFDGKNVSSILGFDSNQLPANAPIEDRRSAATCLQTRGMLLGVFDGHAGCACSQAVSERLFYYIAVSLLPHETLLEIENAVESGRALLPILQWHKHPNDYFSKEASKLYFNSLRTYWQELIDLNTGESTDIDVKEALINAFKRLDNDISLEAQVGDPNSFLNYLVLRVAFSGATACVAHVDGVDLHVANTGDSRAMLGVQE.... (5) Protein 1 (ENSG00000223865) has sequence MMVLQVSAAPRTVALTALLMVLLTSVVQGRATPENYLFQGRQECYAFNGTQRFLERYIYNREEFARFDSDVGEFRAVTELGRPAAEYWNSQKDILEEKRAVPDRMCRHNYELGGPMTLQRRVQPRVNVSPSKKGPLQHHNLLVCHVTDFYPGSIQVRWFLNGQEETAGVVSTNLIRNGDWTFQILVMLEMTPQQGDVYTCQVEHTSLDSPVTVEWKAQSDSARSKTLTGAGGFVLGLIICGVGIFMHRRSKKVQRGSA*XNYLFQGRQECYAFNGTQRFLERYIYNREEFARFDSDVGEF.... Protein 2 (ENSG00000243543) has sequence MGLSGLLPILVPFILLGDIQEPGHAEGILGKPCPKIKVECEVEEIDQCTKPRDCPENMKCCPFSRGKKCLDFRKVSLTLYHKEELE*MGLSGLLPILVPFILLGDIQEPGHAEGILGKPCPKIKVECEVEEIDQCTKPRDCPENMKCCPFSRGKKCLDFRKIYAVCHRRLAPAWPPYHTGGTIKKTKICSEFIYGGSQGNNNNFQTEAICLVTCKKYH. Result: 0 (the proteins do not interact).